Dataset: Full USPTO retrosynthesis dataset with 1.9M reactions from patents (1976-2016). Task: Predict the reactants needed to synthesize the given product. (1) Given the product [S:30]([OH:34])([OH:33])(=[O:32])=[O:31].[CH3:1][O:2][C:3]1[C:8]([CH3:9])=[C:7]([C:10]2[CH:11]=[CH:12][C:13]3[C:14]4[N:23]([C@H:24]5[CH2:28][CH2:27][O:26][CH2:25]5)[N:22]=[CH:21][C:15]=4[C:16](=[O:20])[NH:17][C:18]=3[CH:19]=2)[C:6]([CH3:29])=[CH:5][N:4]=1, predict the reactants needed to synthesize it. The reactants are: [CH3:1][O:2][C:3]1[C:8]([CH3:9])=[C:7]([C:10]2[CH:11]=[CH:12][C:13]3[C:14]4[N:23]([C@H:24]5[CH2:28][CH2:27][O:26][CH2:25]5)[N:22]=[CH:21][C:15]=4[C:16](=[O:20])[NH:17][C:18]=3[CH:19]=2)[C:6]([CH3:29])=[CH:5][N:4]=1.[S:30](=[O:34])(=[O:33])([OH:32])[OH:31]. (2) Given the product [CH3:19][C:20]1[N:1]=[C:2]2[S:6][C:5]3[CH:7]=[CH:8][CH:9]=[CH:10][C:4]=3[C:3]2=[C:11]([C:13]2[CH:18]=[CH:17][CH:16]=[CH:15][CH:14]=2)[C:21]=1[C:22](=[O:24])[CH3:23], predict the reactants needed to synthesize it. The reactants are: [NH2:1][C:2]1[S:6][C:5]2[CH:7]=[CH:8][CH:9]=[CH:10][C:4]=2[C:3]=1[C:11]([C:13]1[CH:18]=[CH:17][CH:16]=[CH:15][CH:14]=1)=O.[CH3:19][C:20](=O)[CH2:21][C:22](=[O:24])[CH3:23]. (3) Given the product [Br:18][C:13]1[CH:14]=[N:15][N:16]([CH3:17])[C:12]=1[C:4]1[CH:5]=[C:6]([C:8]([O:10][CH3:11])=[O:9])[S:7][C:3]=1[CH2:1][CH3:2], predict the reactants needed to synthesize it. The reactants are: [CH2:1]([C:3]1[S:7][C:6]([C:8]([O:10][CH3:11])=[O:9])=[CH:5][C:4]=1[C:12]1[N:16]([CH3:17])[N:15]=[CH:14][CH:13]=1)[CH3:2].[Br:18]N1C(=O)CCC1=O. (4) Given the product [Cl:1][C:2]1[CH:7]=[C:6]([Cl:8])[N:5]=[CH:4][C:3]=1[CH:9]=[O:10], predict the reactants needed to synthesize it. The reactants are: [Cl:1][C:2]1[CH:7]=[C:6]([Cl:8])[N:5]=[CH:4][C:3]=1[CH2:9][OH:10].C1C=C[NH+]=CC=1.[O-][Cr](Cl)(=O)=O. (5) The reactants are: [NH2:1][C:2]1[N:7]=[CH:6][CH:5]=[CH:4][N:3]=1.C[Si]([N-][Si](C)(C)C)(C)C.[Na+].Cl[C:19]1[N:24]=[C:23]([N:25]2[CH2:30][CH2:29][O:28][CH2:27][CH2:26]2)[N:22]=[C:21]([N:31]2[C:35]3[CH:36]=[CH:37][CH:38]=[CH:39][C:34]=3[N:33]=[C:32]2[CH:40]([F:42])[F:41])[N:20]=1. Given the product [F:42][CH:40]([F:41])[C:32]1[N:31]([C:21]2[N:22]=[C:23]([N:25]3[CH2:26][CH2:27][O:28][CH2:29][CH2:30]3)[N:24]=[C:19]([NH:1][C:2]3[N:7]=[CH:6][CH:5]=[CH:4][N:3]=3)[N:20]=2)[C:35]2[CH:36]=[CH:37][CH:38]=[CH:39][C:34]=2[N:33]=1, predict the reactants needed to synthesize it.